From a dataset of Catalyst prediction with 721,799 reactions and 888 catalyst types from USPTO. Predict which catalyst facilitates the given reaction. (1) Reactant: Cl[CH2:2][C:3]1[S:7][C:6]([C:8]([O:10][CH2:11][CH3:12])=[O:9])=[N:5][C:4]=1[CH3:13].[N-:14]=[N+:15]=[N-:16].[Na+].O. Product: [N:14]([CH2:2][C:3]1[S:7][C:6]([C:8]([O:10][CH2:11][CH3:12])=[O:9])=[N:5][C:4]=1[CH3:13])=[N+:15]=[N-:16]. The catalyst class is: 9. (2) Reactant: [NH2:1][CH:2]([C:5]1[CH:10]=[C:9]([CH3:11])[CH:8]=[CH:7][C:6]=1[F:12])[CH2:3][OH:4].C(N(CC)CC)C.[CH3:20][C:21]([O:24][C:25](O[C:25]([O:24][C:21]([CH3:23])([CH3:22])[CH3:20])=[O:26])=[O:26])([CH3:23])[CH3:22]. Product: [C:21]([O:24][C:25](=[O:26])[NH:1][CH:2]([C:5]1[CH:10]=[C:9]([CH3:11])[CH:8]=[CH:7][C:6]=1[F:12])[CH2:3][OH:4])([CH3:23])([CH3:22])[CH3:20]. The catalyst class is: 1. (3) Reactant: [Cl:1][C:2]1[C:3]([CH2:48][C:49]2[CH:54]=[CH:53][C:52]([O:55][CH2:56][CH3:57])=[CH:51][CH:50]=2)=[CH:4][C:5]([C@H:9]2[C@H:14]([O:15][CH2:16][C:17]3[CH:22]=[CH:21][CH:20]=[CH:19][CH:18]=3)[C@@H:13]([O:23][CH2:24][C:25]3[CH:30]=[CH:29][CH:28]=[CH:27][CH:26]=3)[C@H:12]([O:31][CH2:32][C:33]3[CH:38]=[CH:37][CH:36]=[CH:35][CH:34]=3)[C@@H:11]([CH2:39][O:40][CH2:41][C:42]3[CH:47]=[CH:46][CH:45]=[CH:44][CH:43]=3)[O:10]2)=[C:6]([OH:8])[CH:7]=1.CCN(CC)CC.[Br:65]Br.[NH4+].[Cl-]. Product: [Br:65][C:7]1[C:2]([Cl:1])=[C:3]([CH2:48][C:49]2[CH:50]=[CH:51][C:52]([O:55][CH2:56][CH3:57])=[CH:53][CH:54]=2)[CH:4]=[C:5]([C@H:9]2[C@H:14]([O:15][CH2:16][C:17]3[CH:22]=[CH:21][CH:20]=[CH:19][CH:18]=3)[C@@H:13]([O:23][CH2:24][C:25]3[CH:30]=[CH:29][CH:28]=[CH:27][CH:26]=3)[C@H:12]([O:31][CH2:32][C:33]3[CH:38]=[CH:37][CH:36]=[CH:35][CH:34]=3)[C@@H:11]([CH2:39][O:40][CH2:41][C:42]3[CH:47]=[CH:46][CH:45]=[CH:44][CH:43]=3)[O:10]2)[C:6]=1[OH:8]. The catalyst class is: 52. (4) Reactant: [Cl:1][CH2:2][CH2:3][OH:4].C([N-]C(C)C)(C)C.[Li+].F[C:14]1[CH:19]=[C:18]([F:20])[CH:17]=[CH:16][C:15]=1[N+:21]([O-:23])=[O:22]. Product: [Cl:1][CH2:2][CH2:3][O:4][C:15]1([N+:21]([O-:23])=[O:22])[CH:16]=[CH:17][C:18]([F:20])=[CH:19][CH2:14]1. The catalyst class is: 20. (5) Reactant: [C:1]([NH:9][C:10](=[CH:15]N(C)C)[C:11]([O:13][CH3:14])=[O:12])(=[O:8])[C:2]1[CH:7]=[CH:6][CH:5]=[CH:4][CH:3]=1.[C:19]1([NH:25][C:26]2[CH:31]=[CH:30][CH:29]=[CH:28][CH:27]=2)[CH:24]=[CH:23][CH:22]=[CH:21][CH:20]=1.Cl. Product: [C:1]([NH:9][C:10](=[CH:15][N:25]([C:19]1[CH:20]=[CH:21][CH:22]=[CH:23][CH:24]=1)[C:26]1[CH:27]=[CH:28][CH:29]=[CH:30][CH:31]=1)[C:11]([O:13][CH3:14])=[O:12])(=[O:8])[C:2]1[CH:7]=[CH:6][CH:5]=[CH:4][CH:3]=1. The catalyst class is: 32. (6) Reactant: [C:1](Cl)(=O)[C:2]([Cl:4])=[O:3].[Br:7][C:8]1[CH:9]=C([CH:14]=[CH:15][C:16]=1[F:17])C(O)=O. Product: [Br:7][C:8]1[CH:9]=[C:1]([CH:14]=[CH:15][C:16]=1[F:17])[C:2]([Cl:4])=[O:3]. The catalyst class is: 204. (7) Reactant: [C:1]([O:5][C:6]([NH:8][C@@H:9]1[C@H:14]([NH:15][C:16]2[N:21]=[C:20](Cl)[C:19]3[C:23](=[O:33])[N:24]([C:26]([O:28][C:29]([CH3:32])([CH3:31])[CH3:30])=[O:27])[CH2:25][C:18]=3[C:17]=2[F:34])[CH2:13][CH2:12][O:11][CH2:10]1)=[O:7])([CH3:4])([CH3:3])[CH3:2].[CH3:35][N:36]1[C:40]2[CH:41]=[C:42]([Sn](CCCC)(CCCC)CCCC)[S:43][C:39]=2[C:38]([CH3:57])=[N:37]1. Product: [C:1]([O:5][C:6]([NH:8][C@@H:9]1[C@H:14]([NH:15][C:16]2[N:21]=[C:20]([C:42]3[S:43][C:39]4[C:38]([CH3:57])=[N:37][N:36]([CH3:35])[C:40]=4[CH:41]=3)[C:19]3[C:23](=[O:33])[N:24]([C:26]([O:28][C:29]([CH3:32])([CH3:31])[CH3:30])=[O:27])[CH2:25][C:18]=3[C:17]=2[F:34])[CH2:13][CH2:12][O:11][CH2:10]1)=[O:7])([CH3:4])([CH3:3])[CH3:2]. The catalyst class is: 109. (8) Reactant: [O:1]1[CH2:6][CH2:5][CH:4]([CH2:7][C:8](=[O:16])[CH2:9]P(=O)(OC)OC)[CH2:3][CH2:2]1.C(=O)([O-])[O-].[K+].[K+].[CH:23](=O)[C:24]1[CH:29]=[CH:28][C:27]([O:30][CH3:31])=[CH:26][CH:25]=1. Product: [CH3:31][O:30][C:27]1[CH:28]=[CH:29][C:24]([CH:23]=[CH:9][C:8](=[O:16])[CH2:7][CH:4]2[CH2:3][CH2:2][O:1][CH2:6][CH2:5]2)=[CH:25][CH:26]=1. The catalyst class is: 8.